From a dataset of Forward reaction prediction with 1.9M reactions from USPTO patents (1976-2016). Predict the product of the given reaction. Given the reactants [BH4-].[Na+].[NH2:3][C:4]1[C:9]([Cl:10])=[CH:8][CH:7]=[C:6]([Cl:11])[C:5]=1[C:12](=O)[CH3:13].[C:15]([S-:17])#[N:16].[K+].Cl, predict the reaction product. The product is: [Cl:11][C:6]1[CH:7]=[CH:8][C:9]([Cl:10])=[C:4]2[C:5]=1[CH:12]([CH3:13])[NH:16][C:15](=[S:17])[NH:3]2.